From a dataset of Forward reaction prediction with 1.9M reactions from USPTO patents (1976-2016). Predict the product of the given reaction. (1) Given the reactants [NH2:1][C:2]1[C:7]([F:8])=[C:6](Cl)[N:5]=[C:4]([C:10]([O:12][CH3:13])=[O:11])[C:3]=1[Cl:14].[CH:15]([Sn](CCCC)(CCCC)CCCC)=[CH2:16], predict the reaction product. The product is: [NH2:1][C:2]1[C:7]([F:8])=[C:6]([CH:15]=[CH2:16])[N:5]=[C:4]([C:10]([O:12][CH3:13])=[O:11])[C:3]=1[Cl:14]. (2) Given the reactants [NH2:1][C@H:2]1[CH2:7][CH2:6][C@H:5]([NH:8][C:9]2[CH:14]=[C:13]([C:15]3[CH:20]=[CH:19][CH:18]=[C:17]([NH:21][CH2:22][C:23]4([C:29]#[N:30])[CH2:28][CH2:27][O:26][CH2:25][CH2:24]4)[N:16]=3)[C:12]([Cl:31])=[CH:11][N:10]=2)[CH2:4][CH2:3]1.Cl[CH2:33][C:34]([NH:36][CH3:37])=[O:35].C(N(CC)CC)C, predict the reaction product. The product is: [Cl:31][C:12]1[C:13]([C:15]2[CH:20]=[CH:19][CH:18]=[C:17]([NH:21][CH2:22][C:23]3([C:29]#[N:30])[CH2:28][CH2:27][O:26][CH2:25][CH2:24]3)[N:16]=2)=[CH:14][C:9]([NH:8][C@H:5]2[CH2:6][CH2:7][C@H:2]([NH:1][CH2:33][C:34]([NH:36][CH3:37])=[O:35])[CH2:3][CH2:4]2)=[N:10][CH:11]=1.